Task: Predict the reaction yield, written as a fraction of the theoretical maximum amount of product (1.0 means a 100% yield; for example, 0.34 means a 34% yield).. Dataset: Reaction yield outcomes from USPTO patents with 853,638 reactions The reactants are [CH:1]1([N:7]2[C:12]([OH:13])=[C:11]([C:14]([NH:16][CH2:17][C:18]([O:20]CC)=[O:19])=[O:15])[C:10](=[O:23])[NH:9][C:8]2=[O:24])[CH2:6][CH2:5][CH2:4][CH2:3][CH2:2]1.C(=O)([O-])[O-].[K+].[K+].[Br:31][C:32]1[CH:39]=[CH:38][C:37]([F:40])=[CH:36][C:33]=1[CH2:34]Br.Cl. The catalyst is CC(N(C)C)=O. The product is [Br:31][C:32]1[CH:39]=[CH:38][C:37]([F:40])=[CH:36][C:33]=1[CH2:34][N:9]1[C:10](=[O:23])[C:11]([C:14]([NH:16][CH2:17][C:18]([OH:20])=[O:19])=[O:15])=[C:12]([OH:13])[N:7]([CH:1]2[CH2:2][CH2:3][CH2:4][CH2:5][CH2:6]2)[C:8]1=[O:24]. The yield is 0.310.